Dataset: Reaction yield outcomes from USPTO patents with 853,638 reactions. Task: Predict the reaction yield, written as a fraction of the theoretical maximum amount of product (1.0 means a 100% yield; for example, 0.34 means a 34% yield). The reactants are C[O:2][C:3](=O)[CH:4]([NH:8][C:9](=[O:24])[C:10]1[CH:15]=[CH:14][C:13]([C:16]#[C:17][C:18]2[CH:23]=[CH:22][CH:21]=[CH:20][CH:19]=2)=[CH:12][CH:11]=1)[CH:5]([OH:7])[CH3:6].Cl.[NH2:27][OH:28].C[O-].[Na+].Cl. The catalyst is CO.C(Cl)Cl.CCOC(C)=O. The product is [OH:7][CH:5]([CH3:6])[CH:4]([NH:8][C:9](=[O:24])[C:10]1[CH:15]=[CH:14][C:13]([C:16]#[C:17][C:18]2[CH:23]=[CH:22][CH:21]=[CH:20][CH:19]=2)=[CH:12][CH:11]=1)[C:3](=[O:2])[NH:27][OH:28]. The yield is 0.550.